Predict the reaction yield, written as a fraction of the theoretical maximum amount of product (1.0 means a 100% yield; for example, 0.34 means a 34% yield). From a dataset of Buchwald-Hartwig C-N cross coupling reaction yields with 55,370 reactions. (1) The reactants are Brc1ccccn1.Cc1ccc(N)cc1.O=S(=O)(O[Pd]1c2ccccc2-c2ccccc2N~1)C(F)(F)F.COc1ccc(OC)c(P(C(C)(C)C)C(C)(C)C)c1-c1c(C(C)C)cc(C(C)C)cc1C(C)C.CN1CCCN2CCCN=C12.CCOC(=O)c1cnoc1. No catalyst specified. The product is Cc1ccc(Nc2ccccn2)cc1. The yield is 0.409. (2) The reactants are Brc1cccnc1.Cc1ccc(N)cc1.O=S(=O)(O[Pd]1c2ccccc2-c2ccccc2N~1)C(F)(F)F.CC(C)c1cc(C(C)C)c(-c2ccccc2P(C2CCCCC2)C2CCCCC2)c(C(C)C)c1.CN(C)C(=NC(C)(C)C)N(C)C.c1ccc(-c2cnoc2)cc1. No catalyst specified. The product is Cc1ccc(Nc2cccnc2)cc1. The yield is 0.0777. (3) The reactants are FC(F)(F)c1ccc(Cl)cc1.Cc1ccc(N)cc1.O=S(=O)(O[Pd]1c2ccccc2-c2ccccc2N~1)C(F)(F)F.CC(C)c1cc(C(C)C)c(-c2ccccc2P(C(C)(C)C)C(C)(C)C)c(C(C)C)c1.CN(C)C(=NC(C)(C)C)N(C)C.CCOC(=O)c1cc(C)no1. No catalyst specified. The product is Cc1ccc(Nc2ccc(C(F)(F)F)cc2)cc1. The yield is 0.0784. (4) The reactants are COc1ccc(Cl)cc1.Cc1ccc(N)cc1.O=S(=O)(O[Pd]1c2ccccc2-c2ccccc2N~1)C(F)(F)F.COc1ccc(OC)c(P(C(C)(C)C)C(C)(C)C)c1-c1c(C(C)C)cc(C(C)C)cc1C(C)C.CN(C)C(=NC(C)(C)C)N(C)C.CCOC(=O)c1cc(C)on1. No catalyst specified. The product is COc1ccc(Nc2ccc(C)cc2)cc1. The yield is 0.00346.